From a dataset of Reaction yield outcomes from USPTO patents with 853,638 reactions. Predict the reaction yield, written as a fraction of the theoretical maximum amount of product (1.0 means a 100% yield; for example, 0.34 means a 34% yield). (1) The reactants are [Br:1][C:2]1[CH:7]=[C:6]([N+:8]([O-:10])=[O:9])[C:5]([CH3:11])=[CH:4][C:3]=1Br.[F:13][C:14]1[CH:19]=[C:18]([F:20])[CH:17]=[CH:16][C:15]=1[OH:21].C([O-])([O-])=O.[K+].[K+]. No catalyst specified. The product is [Br:1][C:2]1[CH:7]=[C:6]([N+:8]([O-:10])=[O:9])[C:5]([CH3:11])=[CH:4][C:3]=1[O:21][C:15]1[CH:16]=[CH:17][C:18]([F:20])=[CH:19][C:14]=1[F:13]. The yield is 0.950. (2) The yield is 0.820. The catalyst is C(Cl)Cl.O. The reactants are [O:1]=[C:2]([NH:13][C:14]1[CH:15]=[CH:16][CH:17]=[C:18]2[C:23]=1[N:22]=[CH:21][CH:20]=[CH:19]2)[CH2:3][C:4]1[CH:12]=[CH:11][C:7]([C:8](O)=[O:9])=[CH:6][CH:5]=1.[CH3:24][O:25][C:26](=[O:34])[CH2:27][CH2:28][CH2:29][CH2:30][CH2:31][CH2:32][NH2:33].Cl.CCN(CC)CC.C(Cl)CCl. The product is [O:1]=[C:2]([NH:13][C:14]1[CH:15]=[CH:16][CH:17]=[C:18]2[C:23]=1[N:22]=[CH:21][CH:20]=[CH:19]2)[CH2:3][C:4]1[CH:12]=[CH:11][C:7]([C:8]([NH:33][CH2:32][CH2:31][CH2:30][CH2:29][CH2:28][CH2:27][C:26]([O:25][CH3:24])=[O:34])=[O:9])=[CH:6][CH:5]=1. (3) The reactants are [CH3:1][CH2:2][C:3]([C:6]([O:8][C@@H:9]1[C@@H:14]2[C@@H:15]([CH2:20][CH2:21][C@H:22]3[O:28][C:26](=[O:27])[CH2:25][C@H:24]([OH:29])[CH2:23]3)[C@@H:16]([CH3:19])[CH:17]=[CH:18][C:13]2=[CH:12][C@H](C)[CH2:10]1)=[O:7])([CH3:5])[CH3:4].[OH-:31].[Na+:32].C(Cl)Cl.[C:36](#N)[CH3:37]. The catalyst is O.CC(C)=O. The product is [CH3:1][CH2:2][C:3]([C:6]([O:8][C@@H:9]1[C@@H:14]2[C@@H:15]([CH2:20][CH2:21][C@@H:22]([OH:28])[CH2:23][C@@H:24]([OH:29])[CH2:25][C:26]([O-:27])=[O:31])[C@@H:16]([CH3:19])[CH:17]=[CH:18][C:13]2=[CH:12][C@H:36]([CH3:37])[CH2:10]1)=[O:7])([CH3:4])[CH3:5].[Na+:32]. The yield is 0.778. (4) The reactants are [NH2:1][C:2]1[CH:7]=[C:6]([CH2:8][OH:9])[CH:5]=[CH:4][N:3]=1.[C:10](O[C:10]([O:12][C:13]([CH3:16])([CH3:15])[CH3:14])=[O:11])([O:12][C:13]([CH3:16])([CH3:15])[CH3:14])=[O:11]. The catalyst is CC(O)(C)C. The product is [C:13]([O:12][C:10](=[O:11])[NH:1][C:2]1[CH:7]=[C:6]([CH2:8][OH:9])[CH:5]=[CH:4][N:3]=1)([CH3:16])([CH3:15])[CH3:14]. The yield is 0.710.